From a dataset of Reaction yield outcomes from USPTO patents with 853,638 reactions. Predict the reaction yield, written as a fraction of the theoretical maximum amount of product (1.0 means a 100% yield; for example, 0.34 means a 34% yield). (1) The catalyst is C1COCC1.C(Cl)Cl. The product is [F:19][C:10]1[CH:11]=[C:12]([S:15]([CH3:18])(=[O:17])=[O:16])[CH:13]=[CH:14][C:9]=1[NH:8][C:4]1[C:3]([CH3:20])=[C:2]([O:35][CH:32]2[CH2:33][CH2:34][N:29]([C:27]3[O:26][N:25]=[C:24]([CH:21]([CH3:23])[CH3:22])[N:28]=3)[CH2:30][CH2:31]2)[N:7]=[CH:6][N:5]=1. The yield is 0.300. The reactants are Cl[C:2]1[N:7]=[CH:6][N:5]=[C:4]([NH:8][C:9]2[CH:14]=[CH:13][C:12]([S:15]([CH3:18])(=[O:17])=[O:16])=[CH:11][C:10]=2[F:19])[C:3]=1[CH3:20].[CH:21]([C:24]1[N:28]=[C:27]([N:29]2[CH2:34][CH2:33][CH:32]([OH:35])[CH2:31][CH2:30]2)[O:26][N:25]=1)([CH3:23])[CH3:22].CC(C)([O-])C.[K+].Cl.CCOCC. (2) The reactants are [Li+].[OH-].C[O:4][C:5](=[O:15])[CH2:6][CH2:7][CH2:8][C:9]1[CH:14]=[CH:13][CH:12]=[CH:11][CH:10]=1.O.Cl.[CH2:18]1COCC1. The product is [CH3:18][CH:6]([CH2:7][CH2:8][C:9]1[CH:14]=[CH:13][CH:12]=[CH:11][CH:10]=1)[C:5]([OH:4])=[O:15]. The yield is 0.550. The catalyst is CO. (3) The reactants are Br[C:2]1[CH2:7][CH2:6][CH2:5][C:4](=[O:8])[CH:3]=1.[S:9]1[CH:13]=[CH:12][CH:11]=[C:10]1B(O)O. No catalyst specified. The product is [S:9]1[CH:13]=[CH:12][CH:11]=[C:10]1[C:2]1[CH2:7][CH2:6][CH2:5][C:4](=[O:8])[CH:3]=1. The yield is 0.830.